From a dataset of Catalyst prediction with 721,799 reactions and 888 catalyst types from USPTO. Predict which catalyst facilitates the given reaction. Reactant: [H-].C([Al+]CC(C)C)C(C)C.[CH2:11]1[CH2:15][O:14][CH2:13][CH2:12]1.[N:16]1[C:25]2[C:20](=[CH:21][C:22](C3(C#N)CC3)=[CH:23][CH:24]=2)[CH:19]=[CH:18][CH:17]=1.C(O)(C)C. Product: [N:16]1[C:25]2[C:20](=[CH:21][C:22]([C:11]3([CH:15]=[O:14])[CH2:13][CH2:12]3)=[CH:23][CH:24]=2)[CH:19]=[CH:18][CH:17]=1. The catalyst class is: 133.